This data is from Catalyst prediction with 721,799 reactions and 888 catalyst types from USPTO. The task is: Predict which catalyst facilitates the given reaction. (1) Reactant: [S:1]1[CH:5]=[CH:4][CH:3]=[C:2]1[C:6]1[C:15]([C:16]2[S:17][CH:18]=[CH:19][CH:20]=2)=[N:14][C:13]2[C:8](=[CH:9][CH:10]=[CH:11][C:12]=2[N+:21]([O-])=O)[N:7]=1. Product: [S:1]1[CH:5]=[CH:4][CH:3]=[C:2]1[C:6]1[C:15]([C:16]2[S:17][CH:18]=[CH:19][CH:20]=2)=[N:14][C:13]2[C:8](=[CH:9][CH:10]=[CH:11][C:12]=2[NH2:21])[N:7]=1. The catalyst class is: 12. (2) Reactant: C(N(CC)CCNC(C1C=CC2C(=CC=C(I)C=2)C=1)=O)C.[I:22][C:23]1[CH:24]=[C:25]2[C:30](=[CH:31][CH:32]=1)[N:29]=[C:28]([C:33]([O:35]CC)=O)[CH:27]=[CH:26]2.[NH2:38][CH2:39][CH2:40][CH2:41][CH2:42][N:43]([CH2:47][CH2:48][CH3:49])[CH2:44][CH2:45][CH3:46].[K+].[Br-].IC1C=C2C(=CC=1)NC=C(C(OCC)=O)C2=O.C(N(CC)CCNC(C1N=C2C=CC(I)=CN2C=1)=O)C.C(N(CC)CCNC(C1C(=O)C2C(=CC=C(I)C=2)NC=1)=O)C.NC1C=CC2N=C(C(OCC)=O)NC=2C=1. Product: [CH2:47]([N:43]([CH2:44][CH2:45][CH3:46])[CH2:42][CH2:41][CH2:40][CH2:39][NH:38][C:33]([C:28]1[CH:27]=[CH:26][C:25]2[C:30](=[CH:31][CH:32]=[C:23]([I:22])[CH:24]=2)[N:29]=1)=[O:35])[CH2:48][CH3:49]. The catalyst class is: 429. (3) Reactant: [N+:1]([C:4]1[CH:16]=[CH:15][CH:14]=[CH:13][C:5]=1[CH2:6][S:7]([N:10]([CH3:12])[CH3:11])(=[O:9])=[O:8])([O-])=O. Product: [NH2:1][C:4]1[CH:16]=[CH:15][CH:14]=[CH:13][C:5]=1[CH2:6][S:7]([N:10]([CH3:12])[CH3:11])(=[O:9])=[O:8]. The catalyst class is: 45. (4) Reactant: Br[C:2]1[C:3]([CH3:21])=[N:4][N:5]([CH2:14][C:15]2[CH:19]=[CH:18][O:17][C:16]=2[CH3:20])[C:6]=1[C:7]1[CH:12]=[CH:11][C:10]([F:13])=[CH:9][CH:8]=1.CC1(C)C(C)(C)OB([C:30]2[CH:31]=[CH:32][C:33]3[O:38][CH2:37][C:36](=[O:39])[NH:35][C:34]=3[CH:40]=2)O1.C(=O)([O-])[O-].[Cs+].[Cs+].O. Product: [F:13][C:10]1[CH:11]=[CH:12][C:7]([C:6]2[N:5]([CH2:14][C:15]3[CH:19]=[CH:18][O:17][C:16]=3[CH3:20])[N:4]=[C:3]([CH3:21])[C:2]=2[C:30]2[CH:31]=[CH:32][C:33]3[O:38][CH2:37][C:36](=[O:39])[NH:35][C:34]=3[CH:40]=2)=[CH:8][CH:9]=1. The catalyst class is: 7.